The task is: Predict which catalyst facilitates the given reaction.. This data is from Catalyst prediction with 721,799 reactions and 888 catalyst types from USPTO. (1) Reactant: [C:1]([O:9][CH2:10][CH:11](CO)[OH:12])(=[O:8])[C:2]1[CH:7]=[CH:6][CH:5]=[CH:4][CH:3]=1.[O-]S([O-])(=O)=O.[Mg+2]. Product: [C:2]1([C:1]([O:9][CH2:10][CH:11]=[O:12])=[O:8])[CH:7]=[CH:6][CH:5]=[CH:4][CH:3]=1. The catalyst class is: 34. (2) Reactant: [C:1]([O:5][C:6]([N:8]1[CH2:13][CH2:12][C:11](O)([C:14]2[CH:19]=[CH:18][C:17]([O:20][C:21]([F:24])([F:23])[F:22])=[CH:16][CH:15]=2)[CH2:10][CH2:9]1)=[O:7])([CH3:4])([CH3:3])[CH3:2]. Product: [C:1]([O:5][C:6]([N:8]1[CH2:13][CH2:12][CH:11]([C:14]2[CH:15]=[CH:16][C:17]([O:20][C:21]([F:24])([F:22])[F:23])=[CH:18][CH:19]=2)[CH2:10][CH2:9]1)=[O:7])([CH3:4])([CH3:2])[CH3:3]. The catalyst class is: 4.